This data is from Full USPTO retrosynthesis dataset with 1.9M reactions from patents (1976-2016). The task is: Predict the reactants needed to synthesize the given product. Given the product [CH2:16]([O:15][C:10](=[O:14])[C:11]([C:1]1([C:6]([O:8][CH3:9])=[O:7])[CH2:5][CH2:4][CH2:3][CH2:2]1)=[O:12])[CH3:17], predict the reactants needed to synthesize it. The reactants are: [CH:1]1([C:6]([O:8][CH3:9])=[O:7])[CH2:5][CH2:4][CH2:3][CH2:2]1.[C:10]([O:15][CH2:16][CH3:17])(=[O:14])[C:11]([O-])=[O:12].C([N-]C(C)C)(C)C.[Li+].